The task is: Predict the reaction yield, written as a fraction of the theoretical maximum amount of product (1.0 means a 100% yield; for example, 0.34 means a 34% yield).. This data is from Reaction yield outcomes from USPTO patents with 853,638 reactions. (1) The reactants are [Cl:1][C:2]1[CH:7]=[CH:6][CH:5]=[C:4]([C:8]#[CH:9])[CH:3]=1.[Li]CCCC.CCCCCC.[C:21]([O:25][C:26]([N:28]1[CH2:33][CH2:32][C:31](=[O:34])[CH2:30][CH2:29]1)=[O:27])([CH3:24])([CH3:23])[CH3:22]. The catalyst is C1COCC1. The product is [C:21]([O:25][C:26]([N:28]1[CH2:33][CH2:32][C:31]([C:9]#[C:8][C:4]2[CH:5]=[CH:6][CH:7]=[C:2]([Cl:1])[CH:3]=2)([OH:34])[CH2:30][CH2:29]1)=[O:27])([CH3:24])([CH3:22])[CH3:23]. The yield is 1.00. (2) The reactants are [H-].[Na+].F[C:4]1[CH:5]=[C:6]([C:10]2[C:14]([CH2:15][OH:16])=[C:13]([CH3:17])[O:12][N:11]=2)[CH:7]=[CH:8][CH:9]=1.Cl[C:19]1[CH:28]=[CH:27][C:22]([C:23]([O:25][CH3:26])=[O:24])=[CH:21][N:20]=1.[Cl-:29].[Na+]. The catalyst is C1COCC1. The product is [CH3:26][O:25][C:23](=[O:24])[C:22]1[CH:27]=[CH:28][C:19]([O:16][CH2:15][C:14]2[C:10]([C:6]3[CH:7]=[CH:8][C:9]([Cl:29])=[CH:4][CH:5]=3)=[N:11][O:12][C:13]=2[CH3:17])=[N:20][CH:21]=1. The yield is 0.740.